Dataset: Forward reaction prediction with 1.9M reactions from USPTO patents (1976-2016). Task: Predict the product of the given reaction. (1) Given the reactants [N:1]1([C:11]2[CH:19]=[CH:18][C:14]([C:15]([OH:17])=[O:16])=[CH:13][CH:12]=2)[C:10]2[C:5](=[CH:6][CH:7]=[CH:8][CH:9]=2)[NH:4][CH2:3][CH2:2]1.S(=O)(=O)(O)O.[CH3:25]O, predict the reaction product. The product is: [N:1]1([C:11]2[CH:19]=[CH:18][C:14]([C:15]([O:17][CH3:25])=[O:16])=[CH:13][CH:12]=2)[C:10]2[C:5](=[CH:6][CH:7]=[CH:8][CH:9]=2)[NH:4][CH2:3][CH2:2]1. (2) Given the reactants C(Cl)(=O)C(Cl)=O.[I:7][C:8]1[CH:16]=[C:15]([O:17][CH3:18])[C:14]([O:19][CH3:20])=[CH:13][C:9]=1[C:10]([OH:12])=O.[CH2:21]([N:23]([CH2:40][CH3:41])[CH2:24][CH2:25][NH:26][C:27]1[C:36]2[C:31](=[CH:32][C:33]3[O:39][CH2:38][O:37][C:34]=3[CH:35]=2)[N:30]=[CH:29][CH:28]=1)[CH3:22].C(N(CC)CC)C, predict the reaction product. The product is: [CH2:38]1[O:39][C:33]2[CH:32]=[C:31]3[C:36]([C:27]([N:26]([CH2:25][CH2:24][N:23]([CH2:40][CH3:41])[CH2:21][CH3:22])[C:10](=[O:12])[C:9]4[CH:13]=[C:14]([O:19][CH3:20])[C:15]([O:17][CH3:18])=[CH:16][C:8]=4[I:7])=[CH:28][CH:29]=[N:30]3)=[CH:35][C:34]=2[O:37]1. (3) Given the reactants [F:1][C:2]1[CH:7]=[C:6](Br)[CH:5]=[C:4](Br)[CH:3]=1.[N:10]1[CH:15]=[CH:14][CH:13]=[CH:12][C:11]=1[Sn](CCCC)(CCCC)CCCC.[Cl-].[Li+], predict the reaction product. The product is: [F:1][C:2]1[CH:7]=[C:6]([C:11]2[CH:12]=[CH:13][CH:14]=[CH:15][N:10]=2)[CH:5]=[C:4]([C:15]2[CH:14]=[CH:13][CH:12]=[CH:11][N:10]=2)[CH:3]=1. (4) Given the reactants [Cl:1][C:2]1[CH:7]=[CH:6][C:5]([S:8]([N:11]([CH:17]([CH2:22][CH3:23])[C:18]([O:20]C)=[O:19])[CH:12]([CH2:15][CH3:16])[C:13]#[CH:14])(=[O:10])=[O:9])=[CH:4][CH:3]=1.O.[OH-].[Li+].O, predict the reaction product. The product is: [Cl:1][C:2]1[CH:3]=[CH:4][C:5]([S:8]([N:11]([CH:17]([CH2:22][CH3:23])[C:18]([OH:20])=[O:19])[CH:12]([CH2:15][CH3:16])[C:13]#[CH:14])(=[O:9])=[O:10])=[CH:6][CH:7]=1. (5) Given the reactants [Cl:1][C:2]1[CH:3]=[CH:4][C:5](F)=[C:6]([CH:11]=1)[C:7]([O:9][CH3:10])=[O:8].[F:13][C:14]1[CH:15]=[C:16]([OH:20])[CH:17]=[CH:18][CH:19]=1, predict the reaction product. The product is: [Cl:1][C:2]1[CH:3]=[CH:4][C:5]([O:20][C:16]2[CH:17]=[CH:18][CH:19]=[C:14]([F:13])[CH:15]=2)=[C:6]([CH:11]=1)[C:7]([O:9][CH3:10])=[O:8]. (6) Given the reactants [C:1]([O:5][C:6]([NH:8][CH2:9][C@H:10]1[CH2:15][CH2:14][C@H:13]([C:16]([NH:18][C@H:19]([C:37](=[O:50])[NH:38][C:39]2[CH:44]=[CH:43][C:42]([C:45]3[N:46]=[N:47][NH:48][N:49]=3)=[CH:41][CH:40]=2)[CH2:20][C:21]2[CH:26]=[CH:25][C:24]([C:27]3[CH:32]=[CH:31][C:30]([C:33](O)=[O:34])=[CH:29][C:28]=3[CH3:36])=[CH:23][CH:22]=2)=[O:17])[CH2:12][CH2:11]1)=[O:7])([CH3:4])([CH3:3])[CH3:2].[NH2:51][CH:52]1[CH2:57][CH2:56][N:55]([C:58]([O:60][C:61]([CH3:64])([CH3:63])[CH3:62])=[O:59])[CH2:54][CH2:53]1.F[P-](F)(F)(F)(F)F.CN(C(ON1C2=NC=CC=C2N=N1)=[N+](C)C)C.C(N(CC)C(C)C)(C)C, predict the reaction product. The product is: [C:1]([O:5][C:6]([NH:8][CH2:9][C@H:10]1[CH2:15][CH2:14][C@H:13]([C:16]([NH:18][C@H:19]([C:37](=[O:50])[NH:38][C:39]2[CH:44]=[CH:43][C:42]([C:45]3[N:46]=[N:47][NH:48][N:49]=3)=[CH:41][CH:40]=2)[CH2:20][C:21]2[CH:26]=[CH:25][C:24]([C:27]3[CH:32]=[CH:31][C:30]([C:33]([NH:51][CH:52]4[CH2:53][CH2:54][N:55]([C:58]([O:60][C:61]([CH3:64])([CH3:63])[CH3:62])=[O:59])[CH2:56][CH2:57]4)=[O:34])=[CH:29][C:28]=3[CH3:36])=[CH:23][CH:22]=2)=[O:17])[CH2:12][CH2:11]1)=[O:7])([CH3:4])([CH3:2])[CH3:3]. (7) Given the reactants Cl[C:2]1[N:3]=[C:4]([NH:27][CH2:28][CH:29]2[CH2:34][CH2:33][N:32](C(OC(C)(C)C)=O)[CH2:31][CH2:30]2)[C:5]2[C:10]([C:11]3[CH:16]=[CH:15][N:14]=[CH:13][CH:12]=3)=[CH:9][N:8](S(C3C=CC(C)=CC=3)(=O)=O)[C:6]=2[N:7]=1.[NH2:42][C:43]1[CH:48]=[CH:47][C:46]([N:49]2[CH2:54][CH2:53][N:52]([C:55](=[O:57])[CH3:56])[CH2:51][CH2:50]2)=[CH:45][CH:44]=1.C[Si](Cl)(C)C, predict the reaction product. The product is: [NH:32]1[CH2:33][CH2:34][CH:29]([CH2:28][NH:27][C:4]2[C:5]3[C:10]([C:11]4[CH:12]=[CH:13][N:14]=[CH:15][CH:16]=4)=[CH:9][NH:8][C:6]=3[N:7]=[C:2]([NH:42][C:43]3[CH:44]=[CH:45][C:46]([N:49]4[CH2:50][CH2:51][N:52]([C:55](=[O:57])[CH3:56])[CH2:53][CH2:54]4)=[CH:47][CH:48]=3)[N:3]=2)[CH2:30][CH2:31]1.